Predict the product of the given reaction. From a dataset of Forward reaction prediction with 1.9M reactions from USPTO patents (1976-2016). (1) Given the reactants [CH3:1][O:2][C:3]1[C:8]2[N:9]=[C:10]([NH:12][C:13](=[O:22])[C:14]3[CH:19]=[CH:18][C:17]([CH2:20][NH2:21])=[CH:16][CH:15]=3)[S:11][C:7]=2[C:6]([N:23]2[CH2:28][CH2:27][O:26][CH2:25][CH2:24]2)=[CH:5][CH:4]=1.[C:29](Cl)(=[O:31])[CH3:30], predict the reaction product. The product is: [C:29]([NH:21][CH2:20][C:17]1[CH:18]=[CH:19][C:14]([C:13]([NH:12][C:10]2[S:11][C:7]3[C:6]([N:23]4[CH2:28][CH2:27][O:26][CH2:25][CH2:24]4)=[CH:5][CH:4]=[C:3]([O:2][CH3:1])[C:8]=3[N:9]=2)=[O:22])=[CH:15][CH:16]=1)(=[O:31])[CH3:30]. (2) Given the reactants [NH2:1][CH2:2][CH2:3][C:4]1[N:8]([C@@H:9]2[CH2:18][C:17]3[C:12](=[C:13]([F:20])[CH:14]=[C:15]([F:19])[CH:16]=3)[O:11][CH2:10]2)[C:7](=[S:21])[NH:6][CH:5]=1.O=[CH:23][C@@H:24]([C@H:26]([C@@H:28]([C@@H:30]([C:32]([OH:34])=[O:33])[OH:31])[OH:29])[OH:27])[OH:25], predict the reaction product. The product is: [F:19][C:15]1[CH:16]=[C:17]2[C:12](=[C:13]([F:20])[CH:14]=1)[O:11][CH2:10][C@H:9]([N:8]1[C:4]([CH2:3][CH2:2][NH:1][CH2:23][C:24]3([OH:25])[O:31][CH:30]([C:32]([OH:34])=[O:33])[CH:28]([OH:29])[CH:26]3[OH:27])=[CH:5][NH:6][C:7]1=[S:21])[CH2:18]2.